Task: Predict the product of the given reaction.. Dataset: Forward reaction prediction with 1.9M reactions from USPTO patents (1976-2016) Given the reactants [CH3:1][S:2]([C:5]1[CH:10]=[CH:9][C:8]([OH:11])=[CH:7][CH:6]=1)(=[O:4])=[O:3].C(=O)([O-])[O-].[Cs+].[Cs+].[C:18]([N:21]1[C@@H:25]([CH3:26])[CH2:24][CH2:23][C@@H:22]1[C:27]1[C:32](F)=[CH:31][C:30]([NH:34][C:35]([C:37]2[CH:42]=[N:41][CH:40]=[CH:39][N:38]=2)=O)=[C:29]([N+:43]([O-])=O)[CH:28]=1)(=[O:20])[CH3:19].O.O.[Sn](Cl)Cl.C(=O)(O)[O-].[Na+], predict the reaction product. The product is: [C:18]([N:21]1[C@@H:25]([CH3:26])[CH2:24][CH2:23][C@@H:22]1[C:27]1[C:32]([O:11][C:8]2[CH:9]=[CH:10][C:5]([S:2]([CH3:1])(=[O:3])=[O:4])=[CH:6][CH:7]=2)=[CH:31][C:30]2[N:34]=[C:35]([C:37]3[CH:42]=[N:41][CH:40]=[CH:39][N:38]=3)[NH:43][C:29]=2[CH:28]=1)(=[O:20])[CH3:19].